From a dataset of Peptide-MHC class I binding affinity with 185,985 pairs from IEDB/IMGT. Regression. Given a peptide amino acid sequence and an MHC pseudo amino acid sequence, predict their binding affinity value. This is MHC class I binding data. (1) The peptide sequence is LLGDSDSVAK. The MHC is HLA-A11:01 with pseudo-sequence HLA-A11:01. The binding affinity (normalized) is 0.411. (2) The peptide sequence is LYGSGNKLI. The MHC is HLA-A02:01 with pseudo-sequence HLA-A02:01. The binding affinity (normalized) is 0. (3) The peptide sequence is SEAAYAKKI. The MHC is HLA-B57:01 with pseudo-sequence HLA-B57:01. The binding affinity (normalized) is 0.